From a dataset of Cav3 T-type calcium channel HTS with 100,875 compounds. Binary Classification. Given a drug SMILES string, predict its activity (active/inactive) in a high-throughput screening assay against a specified biological target. (1) The drug is S=C(NC(=O)C(C)C)Nc1c(OC)cccc1. The result is 0 (inactive). (2) The compound is Clc1ccc(C2n3c4c([nH]c3=NC(=N2)N)cccc4)cc1. The result is 0 (inactive). (3) The drug is S(=O)(=O)(N(C)C)c1ccc(cc1)C(=O)Nc1sc2c(n1)c(OC)ccc2OC. The result is 0 (inactive).